Dataset: Catalyst prediction with 721,799 reactions and 888 catalyst types from USPTO. Task: Predict which catalyst facilitates the given reaction. Reactant: [CH3:1][N:2]1[CH2:7][CH2:6][CH:5]([N:8]2[CH2:13][CH2:12][CH:11]([N:14]3[C:18]4=[N:19][CH:20]=[N:21][C:22]([NH2:23])=[C:17]4[C:16]([C:24]4[CH:29]=[CH:28][C:27]([O:30][C:31]5[CH:36]=[CH:35][CH:34]=[CH:33][CH:32]=5)=[CH:26][CH:25]=4)=[N:15]3)[CH2:10][CH2:9]2)[CH2:4][CH2:3]1.[C:37]([OH:44])(=[O:43])/[CH:38]=[CH:39]\[C:40]([OH:42])=[O:41]. Product: [C:37]([OH:44])(=[O:43])/[CH:38]=[CH:39]\[C:40]([OH:42])=[O:41].[C:37]([OH:44])(=[O:43])/[CH:38]=[CH:39]\[C:40]([OH:42])=[O:41].[C:37]([OH:44])(=[O:43])/[CH:38]=[CH:39]\[C:40]([OH:42])=[O:41].[CH3:1][N:2]1[CH2:7][CH2:6][CH:5]([N:8]2[CH2:13][CH2:12][CH:11]([N:14]3[C:18]4=[N:19][CH:20]=[N:21][C:22]([NH2:23])=[C:17]4[C:16]([C:24]4[CH:29]=[CH:28][C:27]([O:30][C:31]5[CH:32]=[CH:33][CH:34]=[CH:35][CH:36]=5)=[CH:26][CH:25]=4)=[N:15]3)[CH2:10][CH2:9]2)[CH2:4][CH2:3]1. The catalyst class is: 13.